Dataset: Full USPTO retrosynthesis dataset with 1.9M reactions from patents (1976-2016). Task: Predict the reactants needed to synthesize the given product. (1) Given the product [N:11]1([CH2:15][C:16]2[NH:27][C:26]3[C:28]4[C:22]([C:23](=[O:29])[NH:24][N:25]=3)=[CH:21][CH:20]=[CH:19][C:18]=4[N:17]=2)[CH2:12][CH2:13][CH2:14][NH:8][CH2:9][CH2:10]1, predict the reactants needed to synthesize it. The reactants are: C(OC([N:8]1[CH2:14][CH2:13][CH2:12][N:11]([CH2:15][C:16]2[NH:27][C:26]3[C:28]4[C:22]([C:23](=[O:29])[NH:24][N:25]=3)=[CH:21][CH:20]=[CH:19][C:18]=4[N:17]=2)[CH2:10][CH2:9]1)=O)(C)(C)C.C(O)(C(F)(F)F)=O.O. (2) Given the product [Cl:1][C:2]1[CH:3]=[CH:4][C:5]2[N:6]([C:11]([C:13]3[CH:18]=[CH:17][CH:16]=[CH:15][CH:14]=3)=[C:10]([C:19]3[CH:24]=[CH:23][CH:22]=[CH:21][CH:20]=3)[N:8]=2)[N:7]=1, predict the reactants needed to synthesize it. The reactants are: [Cl:1][C:2]1[N:7]=[N:6][C:5]([NH2:8])=[CH:4][CH:3]=1.Br[CH:10]([C:19]1[CH:24]=[CH:23][CH:22]=[CH:21][CH:20]=1)[C:11]([C:13]1[CH:18]=[CH:17][CH:16]=[CH:15][CH:14]=1)=O.